The task is: Predict which catalyst facilitates the given reaction.. This data is from Catalyst prediction with 721,799 reactions and 888 catalyst types from USPTO. (1) Reactant: Cl[C:2]1[CH:3]=[CH:4][C:5]2[N:6]([C:8]([CH:11]([CH3:13])[CH3:12])=[N:9][N:10]=2)[N:7]=1.[CH3:14][C:15]1[CH:20]=[C:19]([O:21][C:22]([F:25])([F:24])[F:23])[CH:18]=[CH:17][C:16]=1B(O)O.C([O-])([O-])=O.[Na+].[Na+].CN(C=O)C. Product: [CH:11]([C:8]1[N:6]2[N:7]=[C:2]([C:16]3[CH:17]=[CH:18][C:19]([O:21][C:22]([F:23])([F:24])[F:25])=[CH:20][C:15]=3[CH3:14])[CH:3]=[CH:4][C:5]2=[N:10][N:9]=1)([CH3:13])[CH3:12]. The catalyst class is: 535. (2) Product: [CH2:1]([O:3][CH:4]([O:7][CH2:8][CH3:9])[CH2:5][S:18][C:14]1[CH:15]=[CH:16][CH:17]=[C:12]([O:11][CH3:10])[CH:13]=1)[CH3:2]. The catalyst class is: 21. Reactant: [CH2:1]([O:3][CH:4]([O:7][CH2:8][CH3:9])[CH2:5]Br)[CH3:2].[CH3:10][O:11][C:12]1[CH:13]=[C:14]([SH:18])[CH:15]=[CH:16][CH:17]=1.C(=O)([O-])[O-].[K+].[K+].